The task is: Regression. Given two drug SMILES strings and cell line genomic features, predict the synergy score measuring deviation from expected non-interaction effect.. This data is from NCI-60 drug combinations with 297,098 pairs across 59 cell lines. (1) Drug 1: CC12CCC3C(C1CCC2O)C(CC4=C3C=CC(=C4)O)CCCCCCCCCS(=O)CCCC(C(F)(F)F)(F)F. Drug 2: C#CCC(CC1=CN=C2C(=N1)C(=NC(=N2)N)N)C3=CC=C(C=C3)C(=O)NC(CCC(=O)O)C(=O)O. Cell line: KM12. Synergy scores: CSS=-1.54, Synergy_ZIP=4.00, Synergy_Bliss=6.38, Synergy_Loewe=-1.70, Synergy_HSA=-0.227. (2) Drug 1: C1CC(C1)(C(=O)O)C(=O)O.[NH2-].[NH2-].[Pt+2]. Drug 2: C#CCC(CC1=CN=C2C(=N1)C(=NC(=N2)N)N)C3=CC=C(C=C3)C(=O)NC(CCC(=O)O)C(=O)O. Cell line: SF-268. Synergy scores: CSS=25.4, Synergy_ZIP=-0.312, Synergy_Bliss=-0.888, Synergy_Loewe=-7.05, Synergy_HSA=-0.972. (3) Drug 1: C1=CC=C(C=C1)NC(=O)CCCCCCC(=O)NO. Drug 2: CC1=C(N=C(N=C1N)C(CC(=O)N)NCC(C(=O)N)N)C(=O)NC(C(C2=CN=CN2)OC3C(C(C(C(O3)CO)O)O)OC4C(C(C(C(O4)CO)O)OC(=O)N)O)C(=O)NC(C)C(C(C)C(=O)NC(C(C)O)C(=O)NCCC5=NC(=CS5)C6=NC(=CS6)C(=O)NCCC[S+](C)C)O. Cell line: HCC-2998. Synergy scores: CSS=23.6, Synergy_ZIP=-6.96, Synergy_Bliss=-5.85, Synergy_Loewe=-1.63, Synergy_HSA=2.12. (4) Drug 1: COC1=NC(=NC2=C1N=CN2C3C(C(C(O3)CO)O)O)N. Drug 2: CC1=C2C(C(=O)C3(C(CC4C(C3C(C(C2(C)C)(CC1OC(=O)C(C(C5=CC=CC=C5)NC(=O)OC(C)(C)C)O)O)OC(=O)C6=CC=CC=C6)(CO4)OC(=O)C)O)C)O. Cell line: NCI/ADR-RES. Synergy scores: CSS=1.03, Synergy_ZIP=-0.253, Synergy_Bliss=-1.42, Synergy_Loewe=-10.8, Synergy_HSA=-2.77.